Dataset: Forward reaction prediction with 1.9M reactions from USPTO patents (1976-2016). Task: Predict the product of the given reaction. (1) The product is: [Br:1][C:2]1[C:3](=[O:9])[N:4]([CH2:11][CH3:12])[C:5]([Cl:8])=[N:6][CH:7]=1. Given the reactants [Br:1][C:2]1[C:3](=[O:9])[NH:4][C:5]([Cl:8])=[N:6][CH:7]=1.I[CH2:11][CH3:12], predict the reaction product. (2) Given the reactants [CH3:1][N:2]([CH3:31])[C:3]1([C:25]2[CH:30]=[CH:29][CH:28]=[CH:27][CH:26]=2)[CH2:8][CH2:7][CH:6]([CH2:9][C:10]([NH:12][CH2:13][CH2:14][CH2:15][C:16]2[C:24]3[C:19](=[CH:20][CH:21]=[CH:22][CH:23]=3)[NH:18][CH:17]=2)=[O:11])[CH2:5][CH2:4]1.[Cl:32][Si](C)(C)C, predict the reaction product. The product is: [ClH:32].[CH3:31][N:2]([CH3:1])[C:3]1([C:25]2[CH:30]=[CH:29][CH:28]=[CH:27][CH:26]=2)[CH2:8][CH2:7][CH:6]([CH2:9][C:10]([NH:12][CH2:13][CH2:14][CH2:15][C:16]2[C:24]3[C:19](=[CH:20][CH:21]=[CH:22][CH:23]=3)[NH:18][CH:17]=2)=[O:11])[CH2:5][CH2:4]1. (3) Given the reactants [CH3:1][C:2]1[CH:7]=[CH:6][C:5]([S:8]([O:11][CH2:12][C@H:13]([O:16][C:17]2[C:22]([CH:23]=CC)=[CH:21][CH:20]=[C:19]([F:26])[C:18]=2[C:27]2[CH:32]=[CH:31][C:30]([Cl:33])=[CH:29][C:28]=2[Cl:34])[CH:14]=C)(=[O:10])=[O:9])=[CH:4][CH:3]=1, predict the reaction product. The product is: [CH3:1][C:2]1[CH:7]=[CH:6][C:5]([S:8]([O:11][CH2:12][C@H:13]2[CH:14]=[CH:23][C:22]3[C:17](=[C:18]([C:27]4[CH:32]=[CH:31][C:30]([Cl:33])=[CH:29][C:28]=4[Cl:34])[C:19]([F:26])=[CH:20][CH:21]=3)[O:16]2)(=[O:10])=[O:9])=[CH:4][CH:3]=1. (4) The product is: [C:10]([O:14][C:15]([O:17][C:18]1[C:30]([C:31]([F:34])([F:33])[F:32])=[CH:29][CH:28]=[C:27]([CH2:35][O:36][C:37]2[CH:42]=[CH:41][C:40]([C:43]3[CH:48]=[CH:47][C:46]([CH2:49][C:50]([O:52][CH3:53])=[O:51])=[CH:45][C:44]=3[CH:54]=[N:8][OH:9])=[CH:39][CH:38]=2)[C:19]=1[C:20]([O:22][C:23]([CH3:26])([CH3:25])[CH3:24])=[O:21])=[O:16])([CH3:13])([CH3:12])[CH3:11]. Given the reactants N1C=CC=CC=1.Cl.[NH2:8][OH:9].[C:10]([O:14][C:15]([O:17][C:18]1[C:30]([C:31]([F:34])([F:33])[F:32])=[CH:29][CH:28]=[C:27]([CH2:35][O:36][C:37]2[CH:42]=[CH:41][C:40]([C:43]3[CH:48]=[CH:47][C:46]([CH2:49][C:50]([O:52][CH3:53])=[O:51])=[CH:45][C:44]=3[CH:54]=O)=[CH:39][CH:38]=2)[C:19]=1[C:20]([O:22][C:23]([CH3:26])([CH3:25])[CH3:24])=[O:21])=[O:16])([CH3:13])([CH3:12])[CH3:11], predict the reaction product. (5) Given the reactants [Cl-].[Cl:2][C:3]1[N:8]=[C:7]([C:9]2[S:13][CH:12]=[N:11][C:10]=2[C:14]2[CH:15]=[C:16]([NH:20][C:21](=[O:30])[C:22]3[CH:27]=[C:26]([F:28])[CH:25]=[CH:24][C:23]=3[F:29])[CH:17]=[CH:18][CH:19]=2)[CH:6]=[CH:5][N:4]=1.[NH2:31][C:32]1[CH:42]=[CH:41][C:35]2[NH:36][C:37](=[O:40])[CH2:38][O:39][C:34]=2[CH:33]=1, predict the reaction product. The product is: [ClH:2].[F:29][C:23]1[CH:24]=[CH:25][C:26]([F:28])=[CH:27][C:22]=1[C:21]([NH:20][C:16]1[CH:17]=[CH:18][CH:19]=[C:14]([C:10]2[N:11]=[CH:12][S:13][C:9]=2[C:7]2[CH:6]=[CH:5][N:4]=[C:3]([NH:31][C:32]3[CH:42]=[CH:41][C:35]4[NH:36][C:37](=[O:40])[CH2:38][O:39][C:34]=4[CH:33]=3)[N:8]=2)[CH:15]=1)=[O:30]. (6) Given the reactants Cl[C:2]1[N:7]=[CH:6][CH:5]=[CH:4][N:3]=1.[OH:8][C:9]1[CH:10]=[C:11]2[C:15](=[CH:16][CH:17]=1)[C:14](=[O:18])[CH2:13][CH2:12]2.C(=O)([O-])[O-].[K+].[K+], predict the reaction product. The product is: [N:3]1[CH:4]=[CH:5][CH:6]=[N:7][C:2]=1[O:8][C:9]1[CH:10]=[C:11]2[C:15](=[CH:16][CH:17]=1)[C:14](=[O:18])[CH2:13][CH2:12]2. (7) The product is: [NH3:22].[CH3:3][OH:4].[CH3:57][O:58][CH2:59][CH2:60][N:61]([CH3:62])[CH2:2][C:3]([O:5][CH2:6][C:7]([O:9][C@H:10]([CH2:39][N:40]([S:45]([C:48]1[CH:56]=[CH:55][C:51]2[O:52][CH2:53][O:54][C:50]=2[CH:49]=1)(=[O:47])=[O:46])[CH2:41][CH:42]([CH3:44])[CH3:43])[C@@H:11]([NH:27][C:28]([O:30][C@@H:31]1[C@H:38]2[C@H:34]([O:35][CH2:36][CH2:37]2)[O:33][CH2:32]1)=[O:29])[CH2:12][C:13]1[CH:18]=[CH:17][C:16]([O:19][CH2:20][C:21]2[N:22]=[C:23]([CH3:26])[S:24][CH:25]=2)=[CH:15][CH:14]=1)=[O:8])=[O:4]. Given the reactants Cl[CH2:2][C:3]([O:5][CH2:6][C:7]([O:9][C@H:10]([CH2:39][N:40]([S:45]([C:48]1[CH:56]=[CH:55][C:51]2[O:52][CH2:53][O:54][C:50]=2[CH:49]=1)(=[O:47])=[O:46])[CH2:41][CH:42]([CH3:44])[CH3:43])[C@@H:11]([NH:27][C:28]([O:30][C@@H:31]1[C@H:38]2[C@H:34]([O:35][CH2:36][CH2:37]2)[O:33][CH2:32]1)=[O:29])[CH2:12][C:13]1[CH:18]=[CH:17][C:16]([O:19][CH2:20][C:21]2[N:22]=[C:23]([CH3:26])[S:24][CH:25]=2)=[CH:15][CH:14]=1)=[O:8])=[O:4].[CH3:57][O:58][CH2:59][CH2:60][NH:61][CH3:62], predict the reaction product. (8) Given the reactants CC(C)([O-])C.[K+].[Cl:7][C:8]1[CH:16]=[CH:15][CH:14]=[C:13]([F:17])[C:9]=1[CH2:10][C:11]#[N:12].Cl[C:19]1[CH:24]=[C:23]([O:25][CH2:26][C:27]#[C:28][CH3:29])[N:22]=[CH:21][N:20]=1.[Cl-].[NH4+], predict the reaction product. The product is: [C:11]([CH:10]([C:19]1[CH:24]=[C:23]([O:25][CH2:26][C:27]#[C:28][CH3:29])[N:22]=[CH:21][N:20]=1)[C:9]1[C:13]([F:17])=[CH:14][CH:15]=[CH:16][C:8]=1[Cl:7])#[N:12].